From a dataset of Forward reaction prediction with 1.9M reactions from USPTO patents (1976-2016). Predict the product of the given reaction. (1) Given the reactants [Br:1][C:2]1[O:6][C:5]([C:7]2[N:12]=[C:11]([NH2:13])[CH:10]=[C:9]([N:14]3[CH:18]=[CH:17][CH:16]=[N:15]3)[N:8]=2)=[CH:4][CH:3]=1, predict the reaction product. The product is: [Br:1][C:2]1[O:6][C:5]([C:7]2[N:12]=[C:11]([NH:13][C:5](=[O:6])[CH2:4][CH3:3])[CH:10]=[C:9]([N:14]3[CH:18]=[CH:17][CH:16]=[N:15]3)[N:8]=2)=[CH:4][CH:3]=1. (2) Given the reactants O[C:2]1[N:7]2[N:8]=[CH:9][C:10]([C:11]3[CH:16]=[CH:15][C:14]([CH3:17])=[CH:13][C:12]=3[Cl:18])=[C:6]2[N:5]=[C:4]([CH3:19])[CH:3]=1.P(Cl)(Cl)([Cl:22])=O.C(N(CC)C1C=CC=CC=1)C.C1(C)C=CC=CC=1, predict the reaction product. The product is: [Cl:22][C:2]1[N:7]2[N:8]=[CH:9][C:10]([C:11]3[CH:16]=[CH:15][C:14]([CH3:17])=[CH:13][C:12]=3[Cl:18])=[C:6]2[N:5]=[C:4]([CH3:19])[CH:3]=1. (3) Given the reactants [Si]([O:8][C:9]1[CH:10]=[C:11]([CH:51]=[C:52]([CH2:54][CH2:55][CH2:56][O:57][CH3:58])[CH:53]=1)[CH2:12][N:13]([CH:48]1[CH2:50][CH2:49]1)[C:14]([C@@H:16]1[C@@H:21]([C:22]2[CH:27]=[CH:26][C:25]([O:28][CH2:29][CH2:30][O:31][C:32]3[C:37]([Cl:38])=[CH:36][C:35]([CH3:39])=[CH:34][C:33]=3[Cl:40])=[CH:24][CH:23]=2)[CH2:20][CH2:19][N:18]([C:41]([O:43][C:44]([CH3:47])([CH3:46])[CH3:45])=[O:42])[CH2:17]1)=[O:15])(C(C)(C)C)(C)C.[F-].C([N+](CCCC)(CCCC)CCCC)CCC, predict the reaction product. The product is: [CH:48]1([N:13]([CH2:12][C:11]2[CH:51]=[C:52]([CH2:54][CH2:55][CH2:56][O:57][CH3:58])[CH:53]=[C:9]([OH:8])[CH:10]=2)[C:14]([C@@H:16]2[C@@H:21]([C:22]3[CH:23]=[CH:24][C:25]([O:28][CH2:29][CH2:30][O:31][C:32]4[C:37]([Cl:38])=[CH:36][C:35]([CH3:39])=[CH:34][C:33]=4[Cl:40])=[CH:26][CH:27]=3)[CH2:20][CH2:19][N:18]([C:41]([O:43][C:44]([CH3:47])([CH3:46])[CH3:45])=[O:42])[CH2:17]2)=[O:15])[CH2:50][CH2:49]1. (4) Given the reactants [C:1]([Si:5]([O:8][CH2:9][CH2:10][C:11]1[CH:16]=[CH:15][CH:14]=[CH:13][C:12]=1[O:17][CH3:18])([CH3:7])[CH3:6])([CH3:4])([CH3:3])[CH3:2].C([Li])CCC.CN(CCN(C)C)C.Cl.C1C[O:36][CH2:35]C1, predict the reaction product. The product is: [Si:5]([O:8][CH2:9][CH2:10][C:11]1[C:12]([O:17][CH3:18])=[C:13]([CH:14]=[CH:15][CH:16]=1)[CH:35]=[O:36])([C:1]([CH3:3])([CH3:4])[CH3:2])([CH3:6])[CH3:7]. (5) Given the reactants [H-].[Na+].[CH2:3]([O:5][C:6](=[O:15])[C:7](=[C:12]([NH2:14])[NH2:13])[CH2:8][CH2:9][C:10]#[N:11])[CH3:4], predict the reaction product. The product is: [CH2:3]([O:5][C:6]([C:7]1[CH2:8][CH2:9][C:10]([NH2:11])=[N:14][C:12]=1[NH2:13])=[O:15])[CH3:4]. (6) Given the reactants [O:1]=[C:2]1[CH2:7][CH2:6][N:5]([C:8]([O:10][C:11]([CH3:14])([CH3:13])[CH3:12])=[O:9])[CH2:4][CH2:3]1.[CH2:15]([Mg]Br)[CH3:16].[Cl-].[NH4+], predict the reaction product. The product is: [CH2:15]([C:2]1([OH:1])[CH2:3][CH2:4][N:5]([C:8]([O:10][C:11]([CH3:14])([CH3:13])[CH3:12])=[O:9])[CH2:6][CH2:7]1)[CH3:16]. (7) Given the reactants C([O:4][C@H:5]1[C:9]2[N:10]=[CH:11][N:12]=[C:13]([N:14]3[CH2:19][CH2:18][N:17]([C:20]([O:22][C:23]([CH3:26])([CH3:25])[CH3:24])=[O:21])[CH2:16][C@@H:15]3[CH3:27])[C:8]=2[C@H:7]([CH3:28])[CH2:6]1)(=O)C.[Li+].[OH-], predict the reaction product. The product is: [OH:4][C@H:5]1[C:9]2[N:10]=[CH:11][N:12]=[C:13]([N:14]3[CH2:19][CH2:18][N:17]([C:20]([O:22][C:23]([CH3:26])([CH3:25])[CH3:24])=[O:21])[CH2:16][C@@H:15]3[CH3:27])[C:8]=2[C@H:7]([CH3:28])[CH2:6]1.